This data is from Catalyst prediction with 721,799 reactions and 888 catalyst types from USPTO. The task is: Predict which catalyst facilitates the given reaction. (1) Reactant: [Cl:1][C:2]1[C:7]2[S:8][C:9]([C:11]3[C:16]([Cl:17])=[CH:15][C:14](I)=[CH:13][C:12]=3[Cl:19])=[N:10][C:6]=2[C:5]([F:20])=[CH:4][N:3]=1.[C:21](=[O:28])([O:23][C:24]([CH3:27])([CH3:26])[CH3:25])[NH2:22].CC1(C)C2C(=C(P(C3C=CC=CC=3)C3C=CC=CC=3)C=CC=2)OC2C(P(C3C=CC=CC=3)C3C=CC=CC=3)=CC=CC1=2.[O-]P([O-])([O-])=O.[K+].[K+].[K+]. Product: [C:24]([O:23][C:21](=[O:28])[NH:22][C:14]1[CH:15]=[C:16]([Cl:17])[C:11]([C:9]2[S:8][C:7]3[C:2]([Cl:1])=[N:3][CH:4]=[C:5]([F:20])[C:6]=3[N:10]=2)=[C:12]([Cl:19])[CH:13]=1)([CH3:27])([CH3:26])[CH3:25]. The catalyst class is: 882. (2) Reactant: [NH:1]1[CH2:6][CH2:5][CH2:4][CH:3]([O:7][C:8]2[CH:13]=[CH:12][C:11]([NH:14][C:15]([C:17]3[N:18]=[C:19]([C:26]4[CH:31]=[CH:30][CH:29]=[CH:28][CH:27]=4)[O:20][C:21]=3[C:22]([F:25])([F:24])[F:23])=[O:16])=[CH:10][CH:9]=2)[CH2:2]1.[CH3:32][C:33]1([CH3:40])[CH2:37][C:36](=[O:38])[O:35][C:34]1=[O:39].C(N(CC)CC)C. Product: [CH3:32][C:33]([CH3:40])([CH2:37][C:36](=[O:38])[N:1]1[CH2:6][CH2:5][CH2:4][CH:3]([O:7][C:8]2[CH:13]=[CH:12][C:11]([NH:14][C:15]([C:17]3[N:18]=[C:19]([C:26]4[CH:31]=[CH:30][CH:29]=[CH:28][CH:27]=4)[O:20][C:21]=3[C:22]([F:25])([F:23])[F:24])=[O:16])=[CH:10][CH:9]=2)[CH2:2]1)[C:34]([OH:39])=[O:35]. The catalyst class is: 148. (3) The catalyst class is: 12. Reactant: Cl[C:2]1[N:7]=[C:6]([C:8]([O:10]C(C)(C)C)=[O:9])[CH:5]=[CH:4][CH:3]=1.[CH2:15]([N:22]1[CH2:27][CH2:26][CH:25]([OH:28])[CH2:24][CH2:23]1)[C:16]1[CH:21]=[CH:20][CH:19]=[CH:18][CH:17]=1.[H-].[Na+]. Product: [CH2:15]([N:22]1[CH2:27][CH2:26][CH:25]([O:28][C:2]2[N:7]=[C:6]([C:8]([OH:10])=[O:9])[CH:5]=[CH:4][CH:3]=2)[CH2:24][CH2:23]1)[C:16]1[CH:17]=[CH:18][CH:19]=[CH:20][CH:21]=1. (4) Reactant: [CH2:1]([N:4]([CH3:20])[C:5]([C:7]1[C:8]([I:19])=[C:9]([C:13]([I:18])=[C:14]([NH2:17])[C:15]=1[I:16])[C:10]([Cl:12])=[O:11])=[O:6])[CH:2]=[CH2:3].[C:21]([O:24][CH:25]([CH2:29][O:30][C:31](=[O:33])[CH3:32])[C:26](Cl)=[O:27])(=[O:23])[CH3:22]. Product: [C:21]([O:24][CH:25]([C:26](=[O:27])[NH:17][C:14]1[C:13]([I:18])=[C:9]([C:10]([Cl:12])=[O:11])[C:8]([I:19])=[C:7]([C:5](=[O:6])[N:4]([CH2:1][CH:2]=[CH2:3])[CH3:20])[C:15]=1[I:16])[CH2:29][O:30][C:31](=[O:33])[CH3:32])(=[O:23])[CH3:22]. The catalyst class is: 80. (5) Reactant: [CH3:1][C:2]1[N:7]=[C:6]([C:8]2[C:9]([C:16]3[CH:17]=[CH:18][C:19]4[N:23]=[CH:22][N:21]([CH2:24][CH2:25][CH2:26]OS(C)(=O)=O)[C:20]=4[CH:32]=3)=[C:10]3[CH2:15][CH2:14][CH2:13][N:11]3[N:12]=2)[CH:5]=[CH:4][CH:3]=1.CS(O)(=O)=O.[CH3:38][NH:39][CH3:40]. Product: [CH3:38][N:39]([CH3:40])[CH2:26][CH2:25][CH2:24][N:21]1[C:20]2[CH:32]=[C:16]([C:9]3[C:8]([C:6]4[CH:5]=[CH:4][CH:3]=[C:2]([CH3:1])[N:7]=4)=[N:12][N:11]4[CH2:13][CH2:14][CH2:15][C:10]=34)[CH:17]=[CH:18][C:19]=2[N:23]=[CH:22]1. The catalyst class is: 1. (6) Reactant: [C:1]([O:5][C:6]([NH:8][C@H:9]([C:18]([OH:20])=O)[CH2:10][C:11]1[CH:16]=[CH:15][C:14]([F:17])=[CH:13][CH:12]=1)=[O:7])([CH3:4])([CH3:3])[CH3:2].CCN(C(C)C)C(C)C.Cl.[CH3:31][O:32][C:33]1[CH:34]=[C:35]([C:41]2[C@@H:50]3[C@@H:45]([CH2:46][CH2:47][CH2:48][CH2:49]3)[C:44](=[O:51])[N:43]([CH:52]3[CH2:57][CH2:56][NH:55][CH2:54][CH2:53]3)[N:42]=2)[CH:36]=[CH:37][C:38]=1[O:39][CH3:40].CCOC(C(C#N)=NOC(N1CCOCC1)=[N+](C)C)=O.F[P-](F)(F)(F)(F)F.C(=O)(O)[O-].[Na+]. Product: [CH3:31][O:32][C:33]1[CH:34]=[C:35]([C:41]2[C@@H:50]3[C@@H:45]([CH2:46][CH2:47][CH2:48][CH2:49]3)[C:44](=[O:51])[N:43]([CH:52]3[CH2:53][CH2:54][N:55]([C:18](=[O:20])[C@@H:9]([NH:8][C:6](=[O:7])[O:5][C:1]([CH3:2])([CH3:3])[CH3:4])[CH2:10][C:11]4[CH:12]=[CH:13][C:14]([F:17])=[CH:15][CH:16]=4)[CH2:56][CH2:57]3)[N:42]=2)[CH:36]=[CH:37][C:38]=1[O:39][CH3:40]. The catalyst class is: 2. (7) Reactant: Cl[C:2]1[N:11]=[C:10]([N:12]([C:14]2[CH:19]=[CH:18][C:17]([O:20][CH3:21])=[CH:16][CH:15]=2)[CH3:13])[C:9]2[C:4](=[CH:5][CH:6]=[C:7]([CH3:22])[CH:8]=2)[N:3]=1.Cl.[CH3:24][NH2:25].C([O-])([O-])=O.[Na+].[Na+]. Product: [CH3:21][O:20][C:17]1[CH:18]=[CH:19][C:14]([N:12]([CH3:13])[C:10]2[C:9]3[C:4](=[CH:5][CH:6]=[C:7]([CH3:22])[CH:8]=3)[N:3]=[C:2]([NH:25][CH3:24])[N:11]=2)=[CH:15][CH:16]=1. The catalyst class is: 41.